This data is from Catalyst prediction with 721,799 reactions and 888 catalyst types from USPTO. The task is: Predict which catalyst facilitates the given reaction. (1) Product: [C:1]([C:3]1[CH:22]=[CH:21][C:6]([C:7]([NH:23][CH2:24][C@H:25]2[O:29][C@@H:28]([N:30]3[CH:37]=[CH:36][C:34](=[O:35])[NH:33][C:31]3=[O:32])[CH2:27][C@@H:26]2[OH:38])([C:14]2[CH:19]=[CH:18][CH:17]=[CH:16][CH:15]=2)[C:8]2[CH:13]=[CH:12][CH:11]=[CH:10][CH:9]=2)=[CH:5][CH:4]=1)#[N:2]. Reactant: [C:1]([C:3]1[CH:22]=[CH:21][C:6]([C:7](Cl)([C:14]2[CH:19]=[CH:18][CH:17]=[CH:16][CH:15]=2)[C:8]2[CH:13]=[CH:12][CH:11]=[CH:10][CH:9]=2)=[CH:5][CH:4]=1)#[N:2].[NH2:23][CH2:24][C@H:25]1[O:29][C@@H:28]([N:30]2[CH:37]=[CH:36][C:34](=[O:35])[NH:33][C:31]2=[O:32])[CH2:27][C@@H:26]1[OH:38]. The catalyst class is: 17. (2) Reactant: [F:1][C:2]([F:32])([F:31])[C:3]1[CH:4]=[C:5]([NH:13][C:14](=[O:30])[CH2:15][N:16]2[C:21](=[O:22])[C:20]3[C:23]([CH3:29])=[C:24]([C:26]([OH:28])=O)[S:25][C:19]=3[N:18]=[CH:17]2)[CH:6]=[C:7]([C:9]([F:12])([F:11])[F:10])[CH:8]=1.CCN(C(C)C)C(C)C.[F:42][C:43]1[CH:48]=[CH:47][CH:46]=[CH:45][C:44]=1[N:49]1[CH2:54][CH2:53][NH:52][CH2:51][CH2:50]1.CN(C(ON1N=NC2C=CC=NC1=2)=[N+](C)C)C.F[P-](F)(F)(F)(F)F. Product: [F:10][C:9]([F:11])([F:12])[C:7]1[CH:6]=[C:5]([NH:13][C:14](=[O:30])[CH2:15][N:16]2[C:21](=[O:22])[C:20]3[C:23]([CH3:29])=[C:24]([C:26]([N:52]4[CH2:51][CH2:50][N:49]([C:44]5[CH:45]=[CH:46][CH:47]=[CH:48][C:43]=5[F:42])[CH2:54][CH2:53]4)=[O:28])[S:25][C:19]=3[N:18]=[CH:17]2)[CH:4]=[C:3]([C:2]([F:32])([F:31])[F:1])[CH:8]=1. The catalyst class is: 2. (3) Reactant: Cl.[NH2:2][C:3]1[CH:26]=[CH:25][C:6]([C:7]([NH:9][C:10]2[CH:15]=[CH:14][C:13]([NH:16][C:17]3[CH:22]=[C:21]([CH3:23])[N:20]=[C:19]([NH2:24])[N:18]=3)=[CH:12][CH:11]=2)=[O:8])=[CH:5][CH:4]=1.[Cl:27][C:28]1[C:37]2[C:32](=[CH:33][CH:34]=[C:35]([N+:38]([O-:40])=[O:39])[CH:36]=2)[N:31]=[CH:30][CH:29]=1. Product: [ClH:27].[NH2:24][C:19]1[N:18]=[C:17]([NH:16][C:13]2[CH:12]=[CH:11][C:10]([NH:9][C:7](=[O:8])[C:6]3[CH:25]=[CH:26][C:3]([NH:2][C:28]4[C:37]5[C:32](=[CH:33][CH:34]=[C:35]([N+:38]([O-:40])=[O:39])[CH:36]=5)[N:31]=[CH:30][CH:29]=4)=[CH:4][CH:5]=3)=[CH:15][CH:14]=2)[CH:22]=[C:21]([CH3:23])[N:20]=1. The catalyst class is: 240. (4) Reactant: [OH:1][CH2:2][C@:3]1([CH3:18])[CH2:7][CH2:6][CH2:5][N:4]1[C:8]([O:10][CH2:11][C:12]1[CH:17]=[CH:16][CH:15]=[CH:14][CH:13]=1)=[O:9].N1C=CC=CC=1.CC(OI1(OC(C)=O)(OC(C)=O)OC(=O)C2C=CC=CC1=2)=O.S([O-])([O-])(=O)=S.[Na+].[Na+]. Product: [CH:2]([C@:3]1([CH3:18])[CH2:7][CH2:6][CH2:5][N:4]1[C:8]([O:10][CH2:11][C:12]1[CH:17]=[CH:16][CH:15]=[CH:14][CH:13]=1)=[O:9])=[O:1]. The catalyst class is: 22.